Dataset: Full USPTO retrosynthesis dataset with 1.9M reactions from patents (1976-2016). Task: Predict the reactants needed to synthesize the given product. (1) The reactants are: [Br:1]C1N=C(CC)C(N[C@@H]2C3C(=CC=CC=3)C[C@@H]2O)=NC=1CC.[CH2:23]([C:25]1[C:26]([NH:33][C@H:34]2[C@@H:38]([O:39][CH2:40][CH2:41][F:42])[CH2:37][N:36]([C:43]([O:45][CH3:46])=[O:44])[CH2:35]2)=[N:27][C:28]([CH2:31][CH3:32])=[CH:29][N:30]=1)[CH3:24]. Given the product [Br:1][C:29]1[N:30]=[C:25]([CH2:23][CH3:24])[C:26]([NH:33][C@H:34]2[C@@H:38]([O:39][CH2:40][CH2:41][F:42])[CH2:37][N:36]([C:43]([O:45][CH3:46])=[O:44])[CH2:35]2)=[N:27][C:28]=1[CH2:31][CH3:32], predict the reactants needed to synthesize it. (2) The reactants are: [C:1]([O:8]C)(=[O:7])[CH2:2][CH2:3][CH2:4][CH:5]=[CH2:6].B1C2CCCC1CCC2.P([O-])([O-])([O-])=O.[K+].[K+].[K+].Cl[C:28]1[CH:33]=[C:32]([N:34](COCC[Si](C)(C)C)COCC[Si](C)(C)C)[N:31]2[N:51]=[CH:52][C:53]([C:54]3[CH:55]=[N:56][C:57]4[C:62]([CH:63]=3)=[CH:61][CH:60]=[CH:59][CH:58]=4)=[C:30]2[N:29]=1. Given the product [NH2:34][C:32]1[N:31]2[N:51]=[CH:52][C:53]([C:54]3[CH:55]=[N:56][C:57]4[C:62]([CH:63]=3)=[CH:61][CH:60]=[CH:59][CH:58]=4)=[C:30]2[N:29]=[C:28]([CH2:6][CH2:5][CH2:4][CH2:3][CH2:2][C:1]([OH:8])=[O:7])[CH:33]=1, predict the reactants needed to synthesize it. (3) Given the product [Br:1][C:2]1[CH:8]=[C:7]2[C:5](=[CH:4][CH:3]=1)[NH:6][C@@H:12]([CH:9]1[CH2:10][CH2:11]1)[C@H:15]([CH3:16])[C@H:14]2[NH:17][C:18](=[O:27])[O:19][CH2:20][C:21]1[CH:22]=[CH:23][CH:24]=[CH:25][CH:26]=1, predict the reactants needed to synthesize it. The reactants are: [Br:1][C:2]1[CH:8]=[CH:7][C:5]([NH2:6])=[CH:4][CH:3]=1.[CH:9]1([CH:12]=O)[CH2:11][CH2:10]1.[CH:14](/[NH:17][C:18](=[O:27])[O:19][CH2:20][C:21]1[CH:26]=[CH:25][CH:24]=[CH:23][CH:22]=1)=[CH:15]\[CH3:16].